Dataset: Forward reaction prediction with 1.9M reactions from USPTO patents (1976-2016). Task: Predict the product of the given reaction. (1) Given the reactants Br[C:2]1[C:3]([N:22]2[CH2:26][CH2:25][C@H:24]([OH:27])[CH2:23]2)=[N:4][CH:5]=[C:6]([CH:21]=1)[C:7]([NH:9][C:10]1[CH:15]=[CH:14][C:13]([O:16][C:17]([F:20])([F:19])[F:18])=[CH:12][CH:11]=1)=[O:8].[N:28]1[CH:33]=[C:32](B(O)O)[CH:31]=[N:30][CH:29]=1.C([O-])(O)=O.[Na+], predict the reaction product. The product is: [OH:27][C@H:24]1[CH2:25][CH2:26][N:22]([C:3]2[C:2]([C:32]3[CH:33]=[N:28][CH:29]=[N:30][CH:31]=3)=[CH:21][C:6]([C:7]([NH:9][C:10]3[CH:15]=[CH:14][C:13]([O:16][C:17]([F:20])([F:19])[F:18])=[CH:12][CH:11]=3)=[O:8])=[CH:5][N:4]=2)[CH2:23]1. (2) The product is: [Br:27][CH2:28][C:29]([NH:1][C:2]1[CH:7]=[CH:6][CH:5]=[CH:4][C:3]=1[B:8]([OH:9])[OH:16])=[O:30]. Given the reactants [NH2:1][C:2]1[CH:7]=[CH:6][CH:5]=[CH:4][C:3]=1[B:8]1[O:16]C(C)(C)C(C)(C)[O:9]1.C(=O)([O-])[O-].[K+].[K+].C(Cl)(Cl)Cl.[Br:27][CH2:28][C:29](Br)=[O:30], predict the reaction product. (3) Given the reactants [CH3:1][O:2][C:3]1[CH:4]=[C:5]2[C:10](=[CH:11][C:12]=1[O:13][CH3:14])[C:9](=[CH:15][C:16]([O:18][CH2:19][CH3:20])=[O:17])[NH:8][CH2:7][CH2:6]2.[CH3:21][C:22]1[CH:23]=[C:24]([CH:27]=[C:28]([CH3:31])[C:29]=1[OH:30])[CH:25]=O.[N+]([CH2:35][CH3:36])([O-])=O.N1CCCCC1, predict the reaction product. The product is: [OH:30][C:29]1[C:22]([CH3:21])=[CH:23][C:24]([C:25]2[C:15]([C:16]([O:18][CH2:19][CH3:20])=[O:17])=[C:9]3[C:10]4[C:5](=[CH:4][C:3]([O:2][CH3:1])=[C:12]([O:13][CH3:14])[CH:11]=4)[CH2:6][CH2:7][N:8]3[C:35]=2[CH3:36])=[CH:27][C:28]=1[CH3:31]. (4) Given the reactants [OH:1][C:2]1[CH:3]=[C:4]([CH:10]=[CH:11][CH:12]=1)[C:5]([O:7][CH2:8][CH3:9])=[O:6].I[C:14]1[CH:21]=[CH:20][CH:19]=[CH:18][C:15]=1[CH:16]=[O:17].CC(C)(C(=O)CC(=O)C(C)(C)C)C.C(=O)([O-])[O-].[Cs+].[Cs+], predict the reaction product. The product is: [CH:16]([C:15]1[CH:18]=[CH:19][CH:20]=[CH:21][C:14]=1[O:1][C:2]1[CH:3]=[C:4]([CH:10]=[CH:11][CH:12]=1)[C:5]([O:7][CH2:8][CH3:9])=[O:6])=[O:17]. (5) The product is: [F:8][C:4]1[N:3]=[C:2]([F:1])[CH:7]=[CH:6][C:5]=1[C:17]([OH:19])=[O:18]. Given the reactants [F:1][C:2]1[CH:7]=[CH:6][CH:5]=[C:4]([F:8])[N:3]=1.C([N-]C(C)C)(C)C.[Li+].[C:17](=[O:19])=[O:18], predict the reaction product. (6) The product is: [Cl:11][C:12]1[CH:19]=[CH:18][C:15]([CH2:16][N:3]2[C:4]3[CH:10]=[CH:9][CH:8]=[CH:7][C:5]=3[N:6]=[C:2]2[NH:1][CH2:24][C:23]2[CH:26]=[CH:27][C:28]([Cl:29])=[C:21]([Cl:20])[CH:22]=2)=[CH:14][CH:13]=1. Given the reactants [NH2:1][C:2]1[NH:3][C:4]2[CH:10]=[CH:9][CH:8]=[CH:7][C:5]=2[N:6]=1.[Cl:11][C:12]1[CH:19]=[CH:18][C:15]([CH2:16]Cl)=[CH:14][CH:13]=1.[Cl:20][C:21]1[CH:22]=[C:23]([CH:26]=[CH:27][C:28]=1[Cl:29])[CH:24]=O, predict the reaction product. (7) Given the reactants [Br:1]N1C(=O)CCC1=O.[OH:9][C:10]1[CH:19]=[C:18]2[C:13]([C:14](=[O:27])[C:15]([C:21]3[CH:26]=[CH:25][CH:24]=[CH:23][CH:22]=3)=[C:16]([CH3:20])[O:17]2)=[CH:12][CH:11]=1.O, predict the reaction product. The product is: [Br:1][C:19]1[C:10]([OH:9])=[CH:11][CH:12]=[C:13]2[C:18]=1[O:17][C:16]([CH3:20])=[C:15]([C:21]1[CH:26]=[CH:25][CH:24]=[CH:23][CH:22]=1)[C:14]2=[O:27].